This data is from Buchwald-Hartwig C-N cross coupling reaction yields with 55,370 reactions. The task is: Predict the reaction yield, written as a fraction of the theoretical maximum amount of product (1.0 means a 100% yield; for example, 0.34 means a 34% yield). (1) The reactants are Brc1ccccn1.Cc1ccc(N)cc1.O=S(=O)(O[Pd]1c2ccccc2-c2ccccc2N~1)C(F)(F)F.CC(C)c1cc(C(C)C)c(-c2ccccc2P(C2CCCCC2)C2CCCCC2)c(C(C)C)c1.CN(C)C(=NC(C)(C)C)N(C)C.c1ccc(CN(Cc2ccccc2)c2ccno2)cc1. No catalyst specified. The product is Cc1ccc(Nc2ccccn2)cc1. The yield is 0.363. (2) The reactants are FC(F)(F)c1ccc(Cl)cc1.Cc1ccc(N)cc1.O=S(=O)(O[Pd]1c2ccccc2-c2ccccc2N~1)C(F)(F)F.COc1ccc(OC)c(P(C(C)(C)C)C(C)(C)C)c1-c1c(C(C)C)cc(C(C)C)cc1C(C)C.CN1CCCN2CCCN=C12.CCOC(=O)c1cc(C)on1. No catalyst specified. The product is Cc1ccc(Nc2ccc(C(F)(F)F)cc2)cc1. The yield is 0.231. (3) The reactants are Ic1cccnc1.Cc1ccc(N)cc1.O=S(=O)(O[Pd]1c2ccccc2-c2ccccc2N~1)C(F)(F)F.COc1ccc(OC)c(P(C(C)(C)C)C(C)(C)C)c1-c1c(C(C)C)cc(C(C)C)cc1C(C)C.CN(C)C(=NC(C)(C)C)N(C)C.CCOC(=O)c1cnoc1. No catalyst specified. The product is Cc1ccc(Nc2cccnc2)cc1. The yield is 0.0266. (4) The reactants are COc1ccc(I)cc1.Cc1ccc(N)cc1.O=S(=O)(O[Pd]1c2ccccc2-c2ccccc2N~1)C(F)(F)F.COc1ccc(OC)c(P([C@]23C[C@H]4C[C@H](C[C@H](C4)C2)C3)[C@]23C[C@H]4C[C@H](C[C@H](C4)C2)C3)c1-c1c(C(C)C)cc(C(C)C)cc1C(C)C.CN1CCCN2CCCN=C12.Cc1cc(-c2ccccc2)on1. No catalyst specified. The product is COc1ccc(Nc2ccc(C)cc2)cc1. The yield is 0.496. (5) The reactants are FC(F)(F)c1ccc(I)cc1.Cc1ccc(N)cc1.O=S(=O)(O[Pd]1c2ccccc2-c2ccccc2N~1)C(F)(F)F.CC(C)c1cc(C(C)C)c(-c2ccccc2P(C(C)(C)C)C(C)(C)C)c(C(C)C)c1.CN(C)C(=NC(C)(C)C)N(C)C.c1ccc(-c2ccon2)cc1. No catalyst specified. The product is Cc1ccc(Nc2ccc(C(F)(F)F)cc2)cc1. The yield is 0.501. (6) The reactants are COc1ccc(Br)cc1.Cc1ccc(N)cc1.O=S(=O)(O[Pd]1c2ccccc2-c2ccccc2N~1)C(F)(F)F.CC(C)c1cc(C(C)C)c(-c2ccccc2P(C(C)(C)C)C(C)(C)C)c(C(C)C)c1.CCN=P(N=P(N(C)C)(N(C)C)N(C)C)(N(C)C)N(C)C.Cc1ccon1. No catalyst specified. The product is COc1ccc(Nc2ccc(C)cc2)cc1. The yield is 0.456.